Dataset: Full USPTO retrosynthesis dataset with 1.9M reactions from patents (1976-2016). Task: Predict the reactants needed to synthesize the given product. (1) The reactants are: S(Cl)([Cl:3])=O.O[CH2:6][CH2:7][C:8]1[C:9]([CH3:28])=[N:10][C:11]2[N:12]([C:15]([CH3:27])=[N:16][C:17]=2[C:18]2[C:23]([CH3:24])=[CH:22][C:21]([CH3:25])=[CH:20][C:19]=2[CH3:26])[C:13]=1[OH:14]. Given the product [Cl:3][CH2:6][CH2:7][C:8]1[C:9]([CH3:28])=[N:10][C:11]2[N:12]([C:15]([CH3:27])=[N:16][C:17]=2[C:18]2[C:23]([CH3:24])=[CH:22][C:21]([CH3:25])=[CH:20][C:19]=2[CH3:26])[C:13]=1[OH:14], predict the reactants needed to synthesize it. (2) Given the product [F:22][C:19]1[CH:20]=[CH:21][C:16]([N:8]2[C:7](=[O:23])[C:6]([C:4]([OH:5])=[O:3])=[CH:11][N:10]([CH:12]([CH3:13])[CH3:14])[C:9]2=[O:15])=[CH:17][CH:18]=1, predict the reactants needed to synthesize it. The reactants are: C([O:3][C:4]([C:6]1[C:7](=[O:23])[N:8]([C:16]2[CH:21]=[CH:20][C:19]([F:22])=[CH:18][CH:17]=2)[C:9](=[O:15])[N:10]([CH:12]([CH3:14])[CH3:13])[CH:11]=1)=[O:5])C.Cl.O1CCOCC1. (3) Given the product [N:1]1([CH2:2][C:3]2[CH:4]=[C:5]3[C:10](=[CH:11][CH:12]=2)[CH2:9][CH:8]([NH:13][C:14]([C:16]2[CH:21]=[CH:20][C:19]([C:22]4[CH:23]=[CH:24][C:25]([F:28])=[CH:26][CH:27]=4)=[CH:18][CH:17]=2)=[O:15])[CH2:7][CH2:6]3)[CH2:34][CH2:33][CH2:30][CH2:31][CH2:32]1, predict the reactants needed to synthesize it. The reactants are: [NH2:1][CH2:2][C:3]1[CH:4]=[C:5]2[C:10](=[CH:11][CH:12]=1)[CH2:9][CH:8]([NH:13][C:14]([C:16]1[CH:21]=[CH:20][C:19]([C:22]3[CH:27]=[CH:26][C:25]([F:28])=[CH:24][CH:23]=3)=[CH:18][CH:17]=1)=[O:15])[CH2:7][CH2:6]2.Br[C:30](Br)([CH2:33][CH3:34])[CH2:31][CH3:32].C([O-])([O-])=O.[K+].[K+]. (4) Given the product [CH:14]1([C:4]2[NH:5][N:6]=[C:2]([NH:1][C:23]3[C:28]([F:29])=[CH:27][CH:26]=[C:25]([F:30])[N:24]=3)[CH:3]=2)[CH2:15][CH2:16]1, predict the reactants needed to synthesize it. The reactants are: [NH2:1][C:2]1[N:6](C(OC(C)(C)C)=O)[N:5]=[C:4]([CH:14]2[CH2:16][CH2:15]2)[CH:3]=1.[Li]C(C)(C)C.F[C:23]1[C:28]([F:29])=[CH:27][CH:26]=[C:25]([F:30])[N:24]=1. (5) Given the product [Br:29][CH:24]1[CH2:25][CH2:26][CH2:27][N:22]([CH2:21][CH2:20][CH2:19][O:18][Si:11]([C:14]([CH3:16])([CH3:17])[CH3:15])([CH3:13])[CH3:12])[C:23]1=[O:28], predict the reactants needed to synthesize it. The reactants are: C([Li])(C)(C)C.CCCCC.[Si:11]([O:18][CH2:19][CH2:20][CH2:21][N:22]1[CH2:27][CH2:26][CH2:25][CH2:24][C:23]1=[O:28])([C:14]([CH3:17])([CH3:16])[CH3:15])([CH3:13])[CH3:12].[Br-:29].[Br-].[Br-].C([N+](CCCC)(CCCC)CCCC)CCC.C([N+](CCCC)(CCCC)CCCC)CCC.C([N+](CCCC)(CCCC)CCCC)CCC. (6) The reactants are: [NH2:1][C:2]1[N:7]=[C:6]([Cl:8])[C:5]([CH:9]=[O:10])=[C:4](Cl)[N:3]=1.[CH3:12][O:13][C:14]1[C:19]([CH3:20])=[CH:18][N:17]=[C:16]([CH2:21][NH:22][CH2:23][CH2:24][C:25]([O:27][CH3:28])=[O:26])[C:15]=1[CH3:29].C(N(CC)CC)C. Given the product [NH2:1][C:2]1[N:3]=[C:4]([N:22]([CH2:21][C:16]2[C:15]([CH3:29])=[C:14]([O:13][CH3:12])[C:19]([CH3:20])=[CH:18][N:17]=2)[CH2:23][CH2:24][C:25]([O:27][CH3:28])=[O:26])[C:5]([CH:9]=[O:10])=[C:6]([Cl:8])[N:7]=1, predict the reactants needed to synthesize it. (7) Given the product [C:15]([C:19]1[CH:20]=[CH:21][C:22]([C:23]([NH:1][C:2]2[CH:10]=[CH:9][C:5]([C:6]([OH:8])=[O:7])=[CH:4][C:3]=2[C:11]([OH:13])=[O:12])=[O:24])=[CH:26][CH:27]=1)([CH3:18])([CH3:16])[CH3:17], predict the reactants needed to synthesize it. The reactants are: [NH2:1][C:2]1[CH:10]=[CH:9][C:5]([C:6]([OH:8])=[O:7])=[CH:4][C:3]=1[C:11]([OH:13])=[O:12].O.[C:15]([C:19]1[CH:27]=[CH:26][C:22]([C:23](Cl)=[O:24])=[CH:21][CH:20]=1)([CH3:18])([CH3:17])[CH3:16]. (8) Given the product [F:1][C:2]1[CH:3]=[C:4]([N:9]2[CH2:14][CH2:13][N:12]3[N:15]=[C:16]([CH2:18][N:19]([C:20]4[CH:25]=[CH:24][C:23]([O:26][CH3:27])=[CH:22][CH:21]=4)[CH2:36][CH2:37][CH3:38])[CH:17]=[C:11]3[C:10]2=[O:28])[CH:5]=[CH:6][C:7]=1[F:8], predict the reactants needed to synthesize it. The reactants are: [F:1][C:2]1[CH:3]=[C:4]([N:9]2[CH2:14][CH2:13][N:12]3[N:15]=[C:16]([CH2:18][NH:19][C:20]4[CH:25]=[CH:24][C:23]([O:26][CH3:27])=[CH:22][CH:21]=4)[CH:17]=[C:11]3[C:10]2=[O:28])[CH:5]=[CH:6][C:7]=1[F:8].C([O-])([O-])=O.[Cs+].[Cs+].I[CH2:36][CH2:37][CH3:38].